This data is from Acute oral toxicity (LD50) regression data from Zhu et al.. The task is: Regression/Classification. Given a drug SMILES string, predict its toxicity properties. Task type varies by dataset: regression for continuous values (e.g., LD50, hERG inhibition percentage) or binary classification for toxic/non-toxic outcomes (e.g., AMES mutagenicity, cardiotoxicity, hepatotoxicity). Dataset: ld50_zhu. (1) The rat oral LD50 is 1.65, given as -log10 of the dose in mol/kg body weight (higher means more acutely toxic). The compound is O=CC1CC=CCC1. (2) The drug is FC(F)(F)c1ccc(Cl)cc1Cl. The rat oral LD50 is 2.00, given as -log10 of the dose in mol/kg body weight (higher means more acutely toxic). (3) The compound is CCCCC(CC)COC(CBr)c1cccc(C2CCCCC2)c1. The rat oral LD50 is 3.20, given as -log10 of the dose in mol/kg body weight (higher means more acutely toxic).